Dataset: Catalyst prediction with 721,799 reactions and 888 catalyst types from USPTO. Task: Predict which catalyst facilitates the given reaction. (1) Reactant: Br[CH2:2][C:3]1[CH:8]=[CH:7][CH:6]=[C:5]([C:9]([OH:12])([CH3:11])[CH3:10])[N:4]=1.[N-:13]=[N+:14]=[N-:15].[Na+]. Product: [N:13]([CH2:2][C:3]1[CH:8]=[CH:7][CH:6]=[C:5]([C:9]([OH:12])([CH3:11])[CH3:10])[N:4]=1)=[N+:14]=[N-:15]. The catalyst class is: 9. (2) Reactant: [CH3:1][N:2]1[C:7]2[C:8](C)=[CH:9][NH:10][C:6]=2[C:5](=[O:12])[N:4]([CH3:13])[C:3]1=[O:14].Br[CH2:16][C:17]([NH:19][C:20]1[S:21][CH:22]=[C:23]([C:25]2[CH:30]=[C:29]([Cl:31])[C:28]([O:32][CH2:33][C:34]([CH3:37])([CH3:36])[CH3:35])=[C:27]([Cl:38])[CH:26]=2)[N:24]=1)=[O:18].[H-].[Na+]. Product: [Cl:38][C:27]1[CH:26]=[C:25]([C:23]2[N:24]=[C:20]([NH:19][C:17](=[O:18])[CH2:16][N:10]3[C:6]4[C:5](=[O:12])[N:4]([CH3:13])[C:3](=[O:14])[N:2]([CH3:1])[C:7]=4[CH:8]=[CH:9]3)[S:21][CH:22]=2)[CH:30]=[C:29]([Cl:31])[C:28]=1[O:32][CH2:33][C:34]([CH3:37])([CH3:36])[CH3:35]. The catalyst class is: 3. (3) Reactant: [CH2:1]([C:3]1[O:7][C:6]([CH:8]([C:10]2[CH:15]=[CH:14][CH:13]=[C:12]([CH3:16])[N:11]=2)[OH:9])=[CH:5][CH:4]=1)[CH3:2]. Product: [CH2:1]([C:3]1[O:7][C:6]([C:8]([C:10]2[CH:15]=[CH:14][CH:13]=[C:12]([CH3:16])[N:11]=2)=[O:9])=[CH:5][CH:4]=1)[CH3:2]. The catalyst class is: 177. (4) Reactant: [Cl:1][C:2]1[CH:7]=[C:6]([CH:8]=[O:9])[CH:5]=[CH:4][C:3]=1[C:10]1[CH:15]=[CH:14][CH:13]=[C:12]([C:16]#[N:17])[CH:11]=1.[BH4-].[Na+]. Product: [Cl:1][C:2]1[CH:7]=[C:6]([CH2:8][OH:9])[CH:5]=[CH:4][C:3]=1[C:10]1[CH:15]=[CH:14][CH:13]=[C:12]([C:16]#[N:17])[CH:11]=1. The catalyst class is: 5.